Predict the reaction yield, written as a fraction of the theoretical maximum amount of product (1.0 means a 100% yield; for example, 0.34 means a 34% yield). From a dataset of Reaction yield outcomes from USPTO patents with 853,638 reactions. (1) The reactants are [CH2:1]([C:3]1[C:12]2[C:11](=[O:13])[O:10][C:9]([C:14]3[C:15](F)=[N:16][CH:17]=[CH:18][CH:19]=3)=[N:8][C:7]=2[CH:6]=[C:5]([O:21][CH3:22])[CH:4]=1)[CH3:2].C(N(CC)CC)C.[CH3:30][N:31]([CH3:37])[C@H:32]1[CH2:36][CH2:35][NH:34][CH2:33]1. The catalyst is O1CCOCC1. The product is [CH3:30][N:31]([CH3:37])[C@H:32]1[CH2:36][CH2:35][N:34]([C:15]2[C:14]([C:9]3[O:10][C:11](=[O:13])[C:12]4[C:3]([CH2:1][CH3:2])=[CH:4][C:5]([O:21][CH3:22])=[CH:6][C:7]=4[N:8]=3)=[CH:19][CH:18]=[CH:17][N:16]=2)[CH2:33]1. The yield is 0.730. (2) The reactants are C(O[C:6]([N:8]1[CH2:13][CH2:12][N:11]([C:14]2[C:19]([N+:20]([O-:22])=[O:21])=[CH:18][CH:17]=[CH:16][C:15]=2[N+:23]([O-:25])=[O:24])[CH2:10][CH2:9]1)=O)(C)(C)C.FC(F)(F)C(O)=O.[CH3:33][S:34]([N:37]1[CH2:42][CH2:41][C:40]2[N:43]([CH2:56][CH:57]3C[O:58]3)[N:44]=[C:45]([C:46]3[CH:51]=[CH:50][C:49]([C:52]([F:55])([F:54])[F:53])=[CH:48][CH:47]=3)[C:39]=2[CH2:38]1)(=[O:36])=[O:35]. The catalyst is C(Cl)Cl. The product is [N+:23]([C:15]1[CH:16]=[CH:17][CH:18]=[C:19]([N+:20]([O-:22])=[O:21])[C:14]=1[N:11]1[CH2:10][CH2:9][N:8]([CH2:6][CH:57]([OH:58])[CH2:56][N:43]2[C:40]3[CH2:41][CH2:42][N:37]([S:34]([CH3:33])(=[O:36])=[O:35])[CH2:38][C:39]=3[C:45]([C:46]3[CH:51]=[CH:50][C:49]([C:52]([F:54])([F:55])[F:53])=[CH:48][CH:47]=3)=[N:44]2)[CH2:13][CH2:12]1)([O-:25])=[O:24]. The yield is 0.850. (3) The reactants are [C:1]([OH:24])(=O)[CH2:2][CH2:3]/[CH:4]=[CH:5]\[CH2:6]/[CH:7]=[CH:8]\[CH2:9]/[CH:10]=[CH:11]\[CH2:12]/[CH:13]=[CH:14]\[CH2:15]/[CH:16]=[CH:17]\[CH2:18]/[CH:19]=[CH:20]\[CH2:21][CH3:22].C1C=CC2N(O)N=NC=2C=1.CCN=C=NCCCN(C)C.[CH3:46][CH2:47][CH:48]([O:51][C@H:52]1[C@H:57]([NH:58][C:59]([CH3:61])=[O:60])[C@@H:56]([NH2:62])[CH2:55][C:54]([C:63]([O:65][CH2:66][CH3:67])=[O:64])=[CH:53]1)[CH2:49][CH3:50].OP(O)(O)=O. The catalyst is C(Cl)Cl. The product is [C:59]([NH:58][C@@H:57]1[C@@H:56]([NH:62][C:1](=[O:24])[CH2:2][CH2:3]/[CH:4]=[CH:5]\[CH2:6]/[CH:7]=[CH:8]\[CH2:9]/[CH:10]=[CH:11]\[CH2:12]/[CH:13]=[CH:14]\[CH2:15]/[CH:16]=[CH:17]\[CH2:18]/[CH:19]=[CH:20]\[CH2:21][CH3:22])[CH2:55][C:54]([C:63]([O:65][CH2:66][CH3:67])=[O:64])=[CH:53][C@H:52]1[O:51][CH:48]([CH2:49][CH3:50])[CH2:47][CH3:46])(=[O:60])[CH3:61]. The yield is 0.428. (4) The reactants are C([O:8][N:9]1[C:15](=[O:16])[N:14]2[CH2:17][C@H:10]1[CH2:11][CH2:12][C@H:13]2[C:18]([NH:20][O:21][CH:22]1[CH2:27][CH2:26][CH2:25][CH2:24][CH2:23]1)=[O:19])C1C=CC=CC=1.[H][H]. The catalyst is CO.[Pd]. The product is [CH:22]1([O:21][NH:20][C:18]([C@@H:13]2[CH2:12][CH2:11][C@@H:10]3[CH2:17][N:14]2[C:15](=[O:16])[N:9]3[OH:8])=[O:19])[CH2:27][CH2:26][CH2:25][CH2:24][CH2:23]1. The yield is 0.850. (5) The reactants are C([C@@:9]1([OH:34])[C@@H:13]([CH:14](C(=O)C2C=CC=CC=2)[OH:15])[O:12][C@@H:11]([N:24]2[CH:31]=[CH:30][C:28](=[O:29])[NH:27][C:25]2=[O:26])[C@@:10]1([F:33])[CH3:32])(=O)C1C=CC=CC=1.N. The catalyst is CO. The product is [F:33][C@:10]1([CH3:32])[C@H:9]([OH:34])[C@@H:13]([CH2:14][OH:15])[O:12][C@H:11]1[N:24]1[CH:31]=[CH:30][C:28](=[O:29])[NH:27][C:25]1=[O:26]. The yield is 0.600. (6) The reactants are [Cl:1][C:2]1[CH:7]=[C:6]([CH2:8][OH:9])[CH:5]=[C:4](Cl)[N:3]=1.[OH-:11].[Na+].[CH3:13]O. No catalyst specified. The product is [Cl:1][C:2]1[CH:7]=[C:6]([CH2:8][OH:9])[CH:5]=[C:4]([O:11][CH3:13])[N:3]=1. The yield is 0.280. (7) The reactants are [OH:1][C:2]1[CH:24]=[N:23][C:5]2[N:6]([CH3:22])[C:7](=[O:21])[N:8]([CH2:11][CH2:12][CH2:13][O:14][CH:15]3[CH2:20][CH2:19][CH2:18][CH2:17][O:16]3)[C:9](=[O:10])[C:4]=2[CH:3]=1.C([O-])([O-])=O.[Cs+].[Cs+].CN(C)CC(O)=O.Br[C:39]1[CH:40]=[N:41][CH:42]=[C:43]([C:45]([F:48])([F:47])[F:46])[CH:44]=1. The catalyst is O1CCOCC1.CC(=O)OCC.O.[Cu]I. The product is [CH3:22][N:6]1[C:5]2[N:23]=[CH:24][C:2]([O:1][C:39]3[CH:40]=[N:41][CH:42]=[C:43]([C:45]([F:48])([F:47])[F:46])[CH:44]=3)=[CH:3][C:4]=2[C:9](=[O:10])[N:8]([CH2:11][CH2:12][CH2:13][O:14][CH:15]2[CH2:20][CH2:19][CH2:18][CH2:17][O:16]2)[C:7]1=[O:21]. The yield is 0.642.